From a dataset of Catalyst prediction with 721,799 reactions and 888 catalyst types from USPTO. Predict which catalyst facilitates the given reaction. (1) Reactant: Cl.Cl.Cl.[NH2:4][C@H:5]1[CH2:23][C:22]2[CH:24]=[C:18]([CH:19]=[CH:20][C:21]=2[OH:25])[C:17]2=[CH:26][C:13](=[C:14]([OH:27])[CH:15]=[CH:16]2)[CH2:12][C@@H:11]([C:28]([NH:30][CH2:31][CH2:32][NH2:33])=[O:29])[NH:10][C:9](=[O:34])[C@H:8]([CH2:35][CH2:36][CH2:37][NH2:38])[NH:7][C:6]1=[O:39].C(NCC)C. Product: [NH2:4][C@H:5]1[CH2:23][C:22]2[CH:24]=[C:18]([CH:19]=[CH:20][C:21]=2[OH:25])[C:17]2=[CH:26][C:13](=[C:14]([OH:27])[CH:15]=[CH:16]2)[CH2:12][C@@H:11]([C:28]([NH:30][CH2:31][CH2:32][NH2:33])=[O:29])[NH:10][C:9](=[O:34])[C@H:8]([CH2:35][CH2:36][CH2:37][NH2:38])[NH:7][C:6]1=[O:39]. The catalyst class is: 6. (2) Reactant: [NH2:1][C:2]1[CH:7]=[CH:6][C:5]([NH:8][C:9]2[N:14]=[C:13]([NH:15][C:16]3[NH:20][N:19]=[C:18]([CH:21]4[CH2:23][CH2:22]4)[CH:17]=3)[CH:12]=[CH:11][N:10]=2)=[CH:4][CH:3]=1.[F:24][C:25]([F:36])([F:35])[C:26]1[CH:27]=[C:28]([CH:32]=[CH:33][CH:34]=1)[C:29](Cl)=[O:30]. Product: [CH:21]1([C:18]2[CH:17]=[C:16]([NH:15][C:13]3[CH:12]=[CH:11][N:10]=[C:9]([NH:8][C:5]4[CH:6]=[CH:7][C:2]([NH:1][C:29](=[O:30])[C:28]5[CH:32]=[CH:33][CH:34]=[C:26]([C:25]([F:24])([F:35])[F:36])[CH:27]=5)=[CH:3][CH:4]=4)[N:14]=3)[NH:20][N:19]=2)[CH2:23][CH2:22]1. The catalyst class is: 2. (3) Reactant: [CH3:1][N:2]([CH3:50])[CH2:3][C:4]([N:6]1[C:14]2[C:9](=[CH:10][C:11]([O:48][CH3:49])=[C:12]([NH:15][C:16]3[N:17]=[C:18]([NH:35][C:36]4[CH:46]=[CH:45][CH:44]=[C:43]([F:47])[C:37]=4[C:38]([NH:40][CH2:41][CH3:42])=[O:39])[C:19]4[CH:24]=[CH:23][N:22](S(C5C=CC(C)=CC=5)(=O)=O)[C:20]=4[N:21]=3)[CH:13]=2)[CH2:8][CH2:7]1)=[O:5].C(OCC)(=O)C. Product: [CH3:50][N:2]([CH3:1])[CH2:3][C:4]([N:6]1[C:14]2[C:9](=[CH:10][C:11]([O:48][CH3:49])=[C:12]([NH:15][C:16]3[NH:21][C:20]4=[N:22][CH:23]=[CH:24][C:19]4=[C:18]([NH:35][C:36]4[CH:46]=[CH:45][CH:44]=[C:43]([F:47])[C:37]=4[C:38]([NH:40][CH2:41][CH3:42])=[O:39])[N:17]=3)[CH:13]=2)[CH2:8][CH2:7]1)=[O:5]. The catalyst class is: 12. (4) Reactant: CS(O[CH2:6][C:7]1[CH:12]=[CH:11][CH:10]=[C:9]([N+:13]([O-:15])=[O:14])[C:8]=1[CH3:16])(=O)=O.[C-:17]#[N:18].[K+]. Product: [CH3:16][C:8]1[C:9]([N+:13]([O-:15])=[O:14])=[CH:10][CH:11]=[CH:12][C:7]=1[CH2:6][C:17]#[N:18]. The catalyst class is: 3. (5) Reactant: [Li+].[OH-].C[O:4][C:5]([C:7]([CH3:51])([CH3:50])[CH2:8][O:9][C:10]([N:12]1[C:21]2[C:16](=[N:17][C:18]([C:22]([F:25])([F:24])[F:23])=[CH:19][CH:20]=2)[C@@H:15]([N:26]([CH2:33][C:34]2[CH:39]=[C:38]([C:40]([F:43])([F:42])[F:41])[CH:37]=[C:36]([C:44]([F:47])([F:46])[F:45])[CH:35]=2)[C:27]2[N:28]=[N:29][N:30]([CH3:32])[N:31]=2)[CH2:14][C@H:13]1[CH2:48][CH3:49])=[O:11])=[O:6].Cl. Product: [C:5]([C:7]([CH3:50])([CH3:51])[CH2:8][O:9][C:10]([N:12]1[C:21]2[C:16](=[N:17][C:18]([C:22]([F:25])([F:24])[F:23])=[CH:19][CH:20]=2)[C@@H:15]([N:26]([CH2:33][C:34]2[CH:35]=[C:36]([C:44]([F:47])([F:45])[F:46])[CH:37]=[C:38]([C:40]([F:41])([F:42])[F:43])[CH:39]=2)[C:27]2[N:28]=[N:29][N:30]([CH3:32])[N:31]=2)[CH2:14][C@H:13]1[CH2:48][CH3:49])=[O:11])([OH:6])=[O:4]. The catalyst class is: 1. (6) Reactant: [Cl:1][C:2]1[CH:7]=[CH:6][CH:5]=[CH:4][C:3]=1[C:8]1[CH:13]=[C:12]([C:14](OC)=[O:15])[CH:11]=[C:10]([C:18]([O:20][CH3:21])=[O:19])[CH:9]=1.[H-].[Al+3].[Li+].[H-].[H-].[H-].C(C(C(C([O-])=O)O)O)([O-])=O.[K+].[Na+]. Product: [Cl:1][C:2]1[CH:7]=[CH:6][CH:5]=[CH:4][C:3]=1[C:8]1[CH:13]=[C:12]([CH2:14][OH:15])[CH:11]=[C:10]([C:18]([O:20][CH3:21])=[O:19])[CH:9]=1. The catalyst class is: 1. (7) Reactant: Cl.[F:2][C:3]1[CH:8]=[CH:7][C:6]([CH:9]2[CH2:14][CH2:13][NH:12][CH2:11][CH2:10]2)=[CH:5][CH:4]=1.C(N(C(C)C)CC)(C)C.[CH3:24][C@@:25]1([CH2:32][S:33](Cl)(=[O:35])=[O:34])[C:29](=[O:30])[NH:28][C:27](=[O:31])[NH:26]1. The catalyst class is: 1. Product: [F:2][C:3]1[CH:8]=[CH:7][C:6]([CH:9]2[CH2:10][CH2:11][N:12]([S:33]([CH2:32][C@@:25]3([CH3:24])[NH:26][C:27](=[O:31])[NH:28][C:29]3=[O:30])(=[O:34])=[O:35])[CH2:13][CH2:14]2)=[CH:5][CH:4]=1.